This data is from NCI-60 drug combinations with 297,098 pairs across 59 cell lines. The task is: Regression. Given two drug SMILES strings and cell line genomic features, predict the synergy score measuring deviation from expected non-interaction effect. (1) Drug 1: C1=NC2=C(N=C(N=C2N1C3C(C(C(O3)CO)O)F)Cl)N. Drug 2: C1=CC=C(C(=C1)C(C2=CC=C(C=C2)Cl)C(Cl)Cl)Cl. Cell line: SW-620. Synergy scores: CSS=-1.11, Synergy_ZIP=0.980, Synergy_Bliss=0.426, Synergy_Loewe=-2.03, Synergy_HSA=-2.02. (2) Drug 1: CNC(=O)C1=CC=CC=C1SC2=CC3=C(C=C2)C(=NN3)C=CC4=CC=CC=N4. Drug 2: CC1=C(C=C(C=C1)NC(=O)C2=CC=C(C=C2)CN3CCN(CC3)C)NC4=NC=CC(=N4)C5=CN=CC=C5. Cell line: UO-31. Synergy scores: CSS=-3.69, Synergy_ZIP=0.933, Synergy_Bliss=-0.399, Synergy_Loewe=-2.29, Synergy_HSA=-2.76. (3) Drug 1: COC1=C(C=C2C(=C1)N=CN=C2NC3=CC(=C(C=C3)F)Cl)OCCCN4CCOCC4. Drug 2: CN(C)N=NC1=C(NC=N1)C(=O)N. Cell line: RXF 393. Synergy scores: CSS=13.6, Synergy_ZIP=-1.93, Synergy_Bliss=-2.73, Synergy_Loewe=-27.3, Synergy_HSA=-2.07.